From a dataset of Catalyst prediction with 721,799 reactions and 888 catalyst types from USPTO. Predict which catalyst facilitates the given reaction. (1) Reactant: [BH4-].[Li+].Cl[Si](C)(C)C.[Cl:8][C:9]1[CH:14]=[C:13]([Cl:15])[CH:12]=[C:11]([O:16][CH3:17])[C:10]=1[CH:18]=[CH:19][N+:20]([O-])=O. Product: [Cl:8][C:9]1[CH:14]=[C:13]([Cl:15])[CH:12]=[C:11]([O:16][CH3:17])[C:10]=1[CH2:18][CH2:19][NH2:20]. The catalyst class is: 7. (2) Reactant: [CH:1]([C:4]1[CH:9]=[CH:8][C:7]([CH:10]2[C:14]3[C:15]([CH3:29])=[C:16]([NH:21][C:22](=[O:28])[CH2:23][C:24]([CH3:27])([CH3:26])[CH3:25])[C:17]([CH3:20])=[C:18]([CH3:19])[C:13]=3[O:12][CH2:11]2)=[CH:6][CH:5]=1)([CH3:3])[CH3:2].CCCCCC. Product: [CH:1]([C:4]1[CH:9]=[CH:8][C:7]([C@@H:10]2[C:14]3[C:15]([CH3:29])=[C:16]([NH:21][C:22](=[O:28])[CH2:23][C:24]([CH3:27])([CH3:26])[CH3:25])[C:17]([CH3:20])=[C:18]([CH3:19])[C:13]=3[O:12][CH2:11]2)=[CH:6][CH:5]=1)([CH3:2])[CH3:3]. The catalyst class is: 8. (3) Reactant: [CH:1]([C:4]1[NH:5][C:6]([CH3:20])=[C:7]([C:9]2[C:10]([CH3:19])=[CH:11][C:12]([CH3:18])=[C:13]([CH:17]=2)[C:14]([OH:16])=O)[N:8]=1)([CH3:3])[CH3:2].Cl.[NH:22]1[CH2:25][CH:24]([C:26]2[CH:33]=[CH:32][C:29]([C:30]#[N:31])=[CH:28][CH:27]=2)[CH2:23]1.CCN=C=NCCCN(C)C.C1C=CC2N(O)N=NC=2C=1.CCN(C(C)C)C(C)C. Product: [CH:1]([C:4]1[NH:5][C:6]([CH3:20])=[C:7]([C:9]2[C:10]([CH3:19])=[CH:11][C:12]([CH3:18])=[C:13]([CH:17]=2)[C:14]([N:22]2[CH2:25][CH:24]([C:26]3[CH:33]=[CH:32][C:29]([C:30]#[N:31])=[CH:28][CH:27]=3)[CH2:23]2)=[O:16])[N:8]=1)([CH3:2])[CH3:3]. The catalyst class is: 634. (4) Reactant: [CH:1]1([NH:7][C:8]2[CH:17]=[C:16]3[C:11]([C:12](=[O:35])[C:13]([NH:23][C:24](=[O:34])[CH2:25][C@@H:26]4[C:30](=[O:31])[O:29]C(C)(C)[O:27]4)=[CH:14][N:15]3[CH:18]3[CH2:22][CH2:21][CH2:20][CH2:19]3)=[CH:10][C:9]=2[F:36])[CH2:6][CH2:5][CH2:4][CH2:3][CH2:2]1.Cl.[OH-].[Na+]. Product: [CH:1]1([NH:7][C:8]2[CH:17]=[C:16]3[C:11]([C:12](=[O:35])[C:13]([NH:23][C:24](=[O:34])[CH2:25][C@@H:26]([OH:27])[C:30]([OH:31])=[O:29])=[CH:14][N:15]3[CH:18]3[CH2:22][CH2:21][CH2:20][CH2:19]3)=[CH:10][C:9]=2[F:36])[CH2:6][CH2:5][CH2:4][CH2:3][CH2:2]1. The catalyst class is: 1. (5) Product: [CH3:1][O:2][C:3](=[O:12])[CH2:4][CH:5]1[CH2:6][CH2:7][N:8]([CH3:11])[CH2:9][CH2:10]1. Reactant: [CH3:1][O:2][C:3](=[O:12])[CH:4]=[C:5]1[CH2:10][CH2:9][N:8]([CH3:11])[CH2:7][CH2:6]1. The catalyst class is: 256. (6) Reactant: [NH2:1][C:2]1[C:17]([O:18][CH2:19][C:20]2[CH:25]=[CH:24][CH:23]=[CH:22][CH:21]=2)=[CH:16][CH:15]=[CH:14][C:3]=1[C:4]([O:6][CH2:7][C:8]1[CH:13]=[CH:12][CH:11]=[CH:10][CH:9]=1)=[O:5].C([O-])(=O)C.[Na+].[I:31]Cl. Product: [NH2:1][C:2]1[C:17]([O:18][CH2:19][C:20]2[CH:25]=[CH:24][CH:23]=[CH:22][CH:21]=2)=[CH:16][C:15]([I:31])=[CH:14][C:3]=1[C:4]([O:6][CH2:7][C:8]1[CH:13]=[CH:12][CH:11]=[CH:10][CH:9]=1)=[O:5]. The catalyst class is: 15. (7) Reactant: [CH3:1][O:2][C:3]1[CH:4]=[CH:5][C:6]([N+:12]([O-])=O)=[C:7]([CH:11]=1)[C:8]([OH:10])=[O:9]. Product: [NH2:12][C:6]1[CH:5]=[CH:4][C:3]([O:2][CH3:1])=[CH:11][C:7]=1[C:8]([OH:10])=[O:9]. The catalyst class is: 29. (8) Reactant: [CH3:1][O:2][C:3]1[C:4]([C:18]([OH:20])=O)=[N:5][N:6]2[C:15]3[C:10](=[CH:11][CH:12]=[CH:13][CH:14]=3)[N:9]([CH3:16])[C:8](=[O:17])[C:7]=12.C1C=CC2N(O)N=NC=2C=1.C(Cl)CCl.CCN(C(C)C)C(C)C.[F:44][C:45]1[CH:52]=[CH:51][C:48]([CH2:49][NH2:50])=[CH:47][CH:46]=1. Product: [F:44][C:45]1[CH:52]=[CH:51][C:48]([CH2:49][NH:50][C:18]([C:4]2[C:3]([O:2][CH3:1])=[C:7]3[C:8](=[O:17])[N:9]([CH3:16])[C:10]4[C:15]([N:6]3[N:5]=2)=[CH:14][CH:13]=[CH:12][CH:11]=4)=[O:20])=[CH:47][CH:46]=1. The catalyst class is: 3.